This data is from Full USPTO retrosynthesis dataset with 1.9M reactions from patents (1976-2016). The task is: Predict the reactants needed to synthesize the given product. (1) Given the product [Cl:8][C:6]1[CH:5]=[CH:4][C:3]2[NH:9][C:10](=[O:25])[CH2:11][CH:12]3[CH2:13][N:14]([C:18]([O:20][C:21]([CH3:24])([CH3:23])[CH3:22])=[O:19])[CH2:15][CH2:16][N:17]3[C:2]=2[CH:7]=1, predict the reactants needed to synthesize it. The reactants are: Br[C:2]1[CH:7]=[C:6]([Cl:8])[CH:5]=[CH:4][C:3]=1[NH:9][C:10](=[O:25])[CH2:11][CH:12]1[NH:17][CH2:16][CH2:15][N:14]([C:18]([O:20][C:21]([CH3:24])([CH3:23])[CH3:22])=[O:19])[CH2:13]1.C1(P(C2CCCCC2)C2C=CC=CC=2C2C(OC)=CC=CC=2OC)CCCCC1.CC(C)([O-])C.[Na+]. (2) Given the product [NH2:20][C:16]1[CH:15]=[C:14]([N:4]2[C:5]3=[N:6][C:7]([NH:12][CH3:13])=[N:8][CH:9]=[C:10]3[CH2:11][N:2]([CH3:1])[C:3]2=[O:28])[CH:19]=[CH:18][CH:17]=1, predict the reactants needed to synthesize it. The reactants are: [CH3:1][N:2]1[CH2:11][C:10]2[C:5](=[N:6][C:7]([NH:12][CH3:13])=[N:8][CH:9]=2)[N:4]([C:14]2[CH:15]=[C:16]([NH:20]C(=O)OC(C)(C)C)[CH:17]=[CH:18][CH:19]=2)[C:3]1=[O:28].C(O)(C(F)(F)F)=O. (3) Given the product [C:1]([O:5][C:6]([O:8][C:9]1[CH:17]=[CH:16][CH:15]=[CH:14][C:10]=1[C:11]([O:13][O:26][C:24](=[O:25])[C:18]1[CH:23]=[CH:22][CH:21]=[CH:20][CH:19]=1)=[O:12])=[O:7])([CH3:4])([CH3:2])[CH3:3], predict the reactants needed to synthesize it. The reactants are: [C:1]([O:5][C:6]([O:8][C:9]1[CH:17]=[CH:16][CH:15]=[CH:14][C:10]=1[C:11]([OH:13])=[O:12])=[O:7])([CH3:4])([CH3:3])[CH3:2].[C:18]1([C:24]([O:26]O)=[O:25])[CH:23]=[CH:22][CH:21]=[CH:20][CH:19]=1.C1(N=C=NC2CCCCC2)CCCCC1. (4) Given the product [CH2:19]([O:18][C:16](=[O:17])[C:15]1[CH:21]=[CH:22][CH:23]=[C:13]([O:12][C:2]2[CH:7]=[CH:6][C:5]([F:8])=[CH:4][C:3]=2[N+:9]([O-:11])=[O:10])[CH:14]=1)[CH3:20], predict the reactants needed to synthesize it. The reactants are: F[C:2]1[CH:7]=[CH:6][C:5]([F:8])=[CH:4][C:3]=1[N+:9]([O-:11])=[O:10].[OH:12][C:13]1[CH:14]=[C:15]([CH:21]=[CH:22][CH:23]=1)[C:16]([O:18][CH2:19][CH3:20])=[O:17].C([O-])([O-])=O.[K+].[K+]. (5) Given the product [C:1]([CH:3]([CH2:10][C:9]#[N:12])[C:4]([O:6][CH2:7][CH3:8])=[O:5])#[N:2], predict the reactants needed to synthesize it. The reactants are: [C:1]([CH2:3][C:4]([O:6][CH2:7][CH3:8])=[O:5])#[N:2].[C:9](#[N:12])[CH2:10]O.C(=O)([O-])[O-].[K+].[K+].